Predict which catalyst facilitates the given reaction. From a dataset of Catalyst prediction with 721,799 reactions and 888 catalyst types from USPTO. Reactant: F[C:2]1[CH:7]=[CH:6][C:5]([N+:8]([O-:10])=[O:9])=[CH:4][CH:3]=1.[CH3:11][O:12][C:13]([CH:15]1[CH2:20][CH2:19][NH:18][CH2:17][CH2:16]1)=[O:14].C(N(C(C)C)CC)(C)C. Product: [CH3:11][O:12][C:13]([CH:15]1[CH2:20][CH2:19][N:18]([C:2]2[CH:7]=[CH:6][C:5]([N+:8]([O-:10])=[O:9])=[CH:4][CH:3]=2)[CH2:17][CH2:16]1)=[O:14]. The catalyst class is: 1.